This data is from Reaction yield outcomes from USPTO patents with 853,638 reactions. The task is: Predict the reaction yield, written as a fraction of the theoretical maximum amount of product (1.0 means a 100% yield; for example, 0.34 means a 34% yield). (1) The reactants are [NH2:1][C:2]1[C:7]([O:8][C:9]2[CH:14]=[CH:13][C:12]([F:15])=[CH:11][CH:10]=2)=[CH:6][C:5]([S:16][C:17]2[N:22]=[CH:21][CH:20]=[CH:19][N:18]=2)=[CH:4][N:3]=1.Cl[C:24]1[CH:31]=[CH:30][C:27]([C:28]#[N:29])=[CH:26][N:25]=1.C(=O)([O-])[O-].[Cs+].[Cs+].C1(P(C2C=CC=CC=2)C2C3OC4C(=CC=CC=4P(C4C=CC=CC=4)C4C=CC=CC=4)C(C)(C)C=3C=CC=2)C=CC=CC=1.O.[Cl-].[NH4+]. The product is [F:15][C:12]1[CH:11]=[CH:10][C:9]([O:8][C:7]2[C:2]([NH:1][C:24]3[CH:31]=[CH:30][C:27]([C:28]#[N:29])=[CH:26][N:25]=3)=[N:3][CH:4]=[C:5]([S:16][C:17]3[N:18]=[CH:19][CH:20]=[CH:21][N:22]=3)[CH:6]=2)=[CH:14][CH:13]=1. The yield is 0.710. The catalyst is O1CCOCC1.C(OCC)(=O)C. (2) The reactants are [CH3:1][O:2][C:3]1[C:8]([N+:9]([O-])=O)=[CH:7][CH:6]=[CH:5][N:4]=1.[H][H]. The catalyst is CO.[Pd]. The product is [CH3:1][O:2][C:3]1[C:8]([NH2:9])=[CH:7][CH:6]=[CH:5][N:4]=1. The yield is 0.920. (3) The reactants are [CH3:1][O:2][C:3]([CH:5]1[CH2:14][C:13]2[C:8](=[CH:9][C:10]([N+:15]([O-:17])=[O:16])=[CH:11][CH:12]=2)[CH2:7][NH:6]1)=[O:4].C(C1C(=O)C(Cl)=C(Cl)C(=O)C=1C#N)#N. The catalyst is O1CCOCC1. The product is [CH3:1][O:2][C:3]([C:5]1[N:6]=[CH:7][C:8]2[C:13]([CH:14]=1)=[CH:12][CH:11]=[C:10]([N+:15]([O-:17])=[O:16])[CH:9]=2)=[O:4]. The yield is 0.710. (4) The reactants are Cl[C:2]1[CH:7]=[N:6][CH:5]=[C:4]([Cl:8])[N:3]=1.C(N(CC)CC)C.[CH2:16]1[C:24]2[C:19](=[CH:20][CH:21]=[CH:22][CH:23]=2)[C@@H:18]([NH2:25])[C@H:17]1[OH:26]. The catalyst is CCCCO. The product is [Cl:8][C:4]1[N:3]=[C:2]([NH:25][C@@H:18]2[C:19]3[C:24](=[CH:23][CH:22]=[CH:21][CH:20]=3)[CH2:16][C@@H:17]2[OH:26])[CH:7]=[N:6][CH:5]=1. The yield is 0.570. (5) The reactants are [CH2:1]([N:8]1[C:13](=[O:14])[CH:12]=[C:11]([CH3:15])[NH:10][C:9]1=[O:16])[C:2]1[CH:7]=[CH:6][CH:5]=[CH:4][CH:3]=1.C(O)(=[O:19])C. No catalyst specified. The product is [CH2:1]([N:8]1[C:13](=[O:14])[CH:12]=[C:11]([CH:15]=[O:19])[NH:10][C:9]1=[O:16])[C:2]1[CH:3]=[CH:4][CH:5]=[CH:6][CH:7]=1. The yield is 0.395. (6) The reactants are Br[C:2]1[CH:23]=[CH:22][C:5]([C:6]([NH:8][S:9]([C:12]2[CH:17]=[CH:16][CH:15]=[CH:14][C:13]=2[S:18](=[O:21])(=[O:20])[NH2:19])(=[O:11])=[O:10])=[O:7])=[CH:4][C:3]=1[O:24][CH:25]([CH3:27])[CH3:26].[C:28]([CH:30]1[CH2:35][CH2:34][CH2:33][CH2:32][CH2:31]1)#[CH:29]. No catalyst specified. The product is [CH:30]1([C:28]#[C:29][C:2]2[CH:23]=[CH:22][C:5]([C:6]([NH:8][S:9]([C:12]3[CH:17]=[CH:16][CH:15]=[CH:14][C:13]=3[S:18](=[O:21])(=[O:20])[NH2:19])(=[O:11])=[O:10])=[O:7])=[CH:4][C:3]=2[O:24][CH:25]([CH3:27])[CH3:26])[CH2:35][CH2:34][CH2:33][CH2:32][CH2:31]1. The yield is 0.160. (7) The reactants are [CH3:1][O:2][C:3]1[C:8]2[N:9]=[C:10]([C:12]([CH:14]3[CH2:19][CH2:18][NH:17][CH2:16][CH2:15]3)=[O:13])[S:11][C:7]=2[CH:6]=[CH:5][CH:4]=1.[O:20]1[CH2:22][CH:21]1[C:23]1[CH:32]=[CH:31][C:26]2[O:27][CH2:28][CH2:29][O:30][C:25]=2[CH:24]=1.Cl([O-])(=O)(=O)=O.[Li+].C(=O)([O-])[O-].[K+].[K+]. The catalyst is CN(C=O)C. The product is [O:27]1[C:26]2[CH:31]=[CH:32][C:23]([CH:21]([OH:20])[CH2:22][N:17]3[CH2:18][CH2:19][CH:14]([C:12]([C:10]4[S:11][C:7]5[CH:6]=[CH:5][CH:4]=[C:3]([O:2][CH3:1])[C:8]=5[N:9]=4)=[O:13])[CH2:15][CH2:16]3)=[CH:24][C:25]=2[O:30][CH2:29][CH2:28]1. The yield is 0.730.